Dataset: Full USPTO retrosynthesis dataset with 1.9M reactions from patents (1976-2016). Task: Predict the reactants needed to synthesize the given product. (1) Given the product [CH2:1]([O:8][C:9]([N:11]1[CH2:16][CH2:15][CH:14]([NH:17][C:18]([O:20][C:21]([CH3:22])([CH3:24])[CH3:23])=[O:19])[CH:13]([O:25][S:34]([CH3:33])(=[O:36])=[O:35])[CH2:12]1)=[O:10])[C:2]1[CH:3]=[CH:4][CH:5]=[CH:6][CH:7]=1, predict the reactants needed to synthesize it. The reactants are: [CH2:1]([O:8][C:9]([N:11]1[CH2:16][CH2:15][CH:14]([NH:17][C:18]([O:20][C:21]([CH3:24])([CH3:23])[CH3:22])=[O:19])[CH:13]([OH:25])[CH2:12]1)=[O:10])[C:2]1[CH:7]=[CH:6][CH:5]=[CH:4][CH:3]=1.C(N(CC)CC)C.[CH3:33][S:34](Cl)(=[O:36])=[O:35]. (2) Given the product [Cl:20][C:6]1[CH:5]=[N:4][CH:3]=[C:2]([Cl:1])[C:7]=1[S:8][C:9]1[S:13][C:12]([C:14]([N:22]([CH3:23])[CH3:21])=[O:16])=[CH:11][C:10]=1[N+:17]([O-:19])=[O:18], predict the reactants needed to synthesize it. The reactants are: [Cl:1][C:2]1[CH:3]=[N:4][CH:5]=[C:6]([Cl:20])[C:7]=1[S:8][C:9]1[S:13][C:12]([C:14]([OH:16])=O)=[CH:11][C:10]=1[N+:17]([O-:19])=[O:18].[CH3:21][NH:22][CH3:23]. (3) Given the product [CH:19]1([C:17]([NH:16][C:14]2[N:15]=[C:10]3[CH:9]=[CH:8][C:7]([O:6][C:5]4[CH:22]=[CH:23][C:2]([NH:1][C:37]([C:34]5([C:32]([NH:31][C:25]6[CH:30]=[CH:29][CH:28]=[CH:27][CH:26]=6)=[O:33])[CH2:36][CH2:35]5)=[O:38])=[CH:3][C:4]=4[F:24])=[CH:12][N:11]3[N:13]=2)=[O:18])[CH2:21][CH2:20]1, predict the reactants needed to synthesize it. The reactants are: [NH2:1][C:2]1[CH:23]=[CH:22][C:5]([O:6][C:7]2[CH:8]=[CH:9][C:10]3[N:11]([N:13]=[C:14]([NH:16][C:17]([CH:19]4[CH2:21][CH2:20]4)=[O:18])[N:15]=3)[CH:12]=2)=[C:4]([F:24])[CH:3]=1.[C:25]1([NH:31][C:32]([C:34]2([C:37](O)=[O:38])[CH2:36][CH2:35]2)=[O:33])[CH:30]=[CH:29][CH:28]=[CH:27][CH:26]=1.C(N(CC)C(C)C)(C)C.CN(C(ON1N=NC2C=CC=NC1=2)=[N+](C)C)C.F[P-](F)(F)(F)(F)F. (4) Given the product [NH2:1][C:4]1[CH:5]=[CH:6][C:7]2[O:12][C@:11]([CH:14]([O:17][CH3:18])[O:15][CH3:16])([CH3:13])[C@H:10]([OH:19])[C@@H:9]([N:20]3[C:24]4[CH:25]=[CH:26][CH:27]=[CH:28][C:23]=4[O:22][C:21]3=[S:29])[C:8]=2[CH:30]=1, predict the reactants needed to synthesize it. The reactants are: [N+:1]([C:4]1[CH:5]=[CH:6][C:7]2[O:12][C@:11]([CH:14]([O:17][CH3:18])[O:15][CH3:16])([CH3:13])[C@H:10]([OH:19])[C@@H:9]([N:20]3[C:24]4[CH:25]=[CH:26][CH:27]=[CH:28][C:23]=4[O:22][C:21]3=[S:29])[C:8]=2[CH:30]=1)([O-])=O.[H][H].